This data is from Forward reaction prediction with 1.9M reactions from USPTO patents (1976-2016). The task is: Predict the product of the given reaction. Given the reactants Cl.[N+:2]([C:5]1[CH:10]=[CH:9][C:8]([CH2:11][CH2:12][N:13]2[CH2:18][CH2:17][NH:16][CH2:15][CH2:14]2)=[CH:7][CH:6]=1)([O-:4])=[O:3].Br[CH2:20][CH2:21][C:22]1[CH:27]=[CH:26][C:25]([N+:28]([O-:30])=[O:29])=[CH:24][CH:23]=1, predict the reaction product. The product is: [N+:2]([C:5]1[CH:10]=[CH:9][C:8]([CH2:11][CH2:12][N:13]2[CH2:14][CH2:15][N:16]([CH2:20][CH2:21][C:22]3[CH:23]=[CH:24][C:25]([N+:28]([O-:30])=[O:29])=[CH:26][CH:27]=3)[CH2:17][CH2:18]2)=[CH:7][CH:6]=1)([O-:4])=[O:3].